From a dataset of NCI-60 drug combinations with 297,098 pairs across 59 cell lines. Regression. Given two drug SMILES strings and cell line genomic features, predict the synergy score measuring deviation from expected non-interaction effect. (1) Drug 1: C1CCC(CC1)NC(=O)N(CCCl)N=O. Drug 2: CC=C1C(=O)NC(C(=O)OC2CC(=O)NC(C(=O)NC(CSSCCC=C2)C(=O)N1)C(C)C)C(C)C. Cell line: SNB-75. Synergy scores: CSS=70.4, Synergy_ZIP=3.66, Synergy_Bliss=6.60, Synergy_Loewe=-17.7, Synergy_HSA=9.43. (2) Drug 1: CCC1(C2=C(COC1=O)C(=O)N3CC4=CC5=C(C=CC(=C5CN(C)C)O)N=C4C3=C2)O.Cl. Drug 2: COCCOC1=C(C=C2C(=C1)C(=NC=N2)NC3=CC=CC(=C3)C#C)OCCOC.Cl. Cell line: NCI-H322M. Synergy scores: CSS=42.9, Synergy_ZIP=4.92, Synergy_Bliss=5.13, Synergy_Loewe=7.61, Synergy_HSA=8.34. (3) Synergy scores: CSS=1.83, Synergy_ZIP=0.776, Synergy_Bliss=4.38, Synergy_Loewe=1.55, Synergy_HSA=1.61. Drug 2: C(=O)(N)NO. Drug 1: C1CN1P(=S)(N2CC2)N3CC3. Cell line: SK-OV-3. (4) Drug 1: C1=C(C(=O)NC(=O)N1)N(CCCl)CCCl. Drug 2: CN(CCCl)CCCl.Cl. Cell line: UO-31. Synergy scores: CSS=18.1, Synergy_ZIP=-6.28, Synergy_Bliss=-1.38, Synergy_Loewe=-0.870, Synergy_HSA=-0.346. (5) Drug 1: C1CC(C1)(C(=O)O)C(=O)O.[NH2-].[NH2-].[Pt+2]. Drug 2: C(CCl)NC(=O)N(CCCl)N=O. Cell line: NCI-H522. Synergy scores: CSS=10.5, Synergy_ZIP=-4.12, Synergy_Bliss=3.20, Synergy_Loewe=0.353, Synergy_HSA=2.43. (6) Drug 1: CCCS(=O)(=O)NC1=C(C(=C(C=C1)F)C(=O)C2=CNC3=C2C=C(C=N3)C4=CC=C(C=C4)Cl)F. Drug 2: C(CC(=O)O)C(=O)CN.Cl. Cell line: A549. Synergy scores: CSS=5.01, Synergy_ZIP=-3.72, Synergy_Bliss=-4.72, Synergy_Loewe=-12.0, Synergy_HSA=-6.56.